Dataset: CYP2C19 inhibition data for predicting drug metabolism from PubChem BioAssay. Task: Regression/Classification. Given a drug SMILES string, predict its absorption, distribution, metabolism, or excretion properties. Task type varies by dataset: regression for continuous measurements (e.g., permeability, clearance, half-life) or binary classification for categorical outcomes (e.g., BBB penetration, CYP inhibition). Dataset: cyp2c19_veith. (1) The result is 0 (non-inhibitor). The drug is CN(C)CCCSc1nc2ccccc2[nH]1. (2) The molecule is COC(=O)[C@@]1(Cc2ccccc2)[C@H]2c3cc(C(=O)N(C)C)n(Cc4cc(C)n(C)n4)c3C[C@H]2CN1C(=O)c1ccccc1. The result is 1 (inhibitor).